The task is: Predict the product of the given reaction.. This data is from Forward reaction prediction with 1.9M reactions from USPTO patents (1976-2016). (1) Given the reactants C([O:3][C:4](=[O:26])[CH2:5][C:6]1[N:7]([C:16]2[CH:21]=[CH:20][C:19]([O:22][CH:23]([CH3:25])[CH3:24])=[CH:18][CH:17]=2)[C:8]2[C:13]([CH:14]=1)=[CH:12][C:11]([OH:15])=[CH:10][CH:9]=2)C.[Cl:27][C:28]1[CH:33]=[CH:32][C:31](B(O)O)=[CH:30][CH:29]=1, predict the reaction product. The product is: [Cl:27][C:28]1[CH:33]=[CH:32][C:31]([O:15][C:11]2[CH:12]=[C:13]3[C:8](=[CH:9][CH:10]=2)[N:7]([C:16]2[CH:21]=[CH:20][C:19]([O:22][CH:23]([CH3:25])[CH3:24])=[CH:18][CH:17]=2)[C:6]([CH2:5][C:4]([OH:3])=[O:26])=[CH:14]3)=[CH:30][CH:29]=1. (2) Given the reactants [Br:1][C:2]1[O:6][C:5]([C:7]([OH:9])=O)=[CH:4][CH:3]=1.C1CCC(N=C=NC2CCCCC2)CC1.C1C=CC2N(O)N=NC=2C=1.[F:35][C:36]([F:48])([F:47])[C:37]([N:39]1[CH2:45][CH:44]2[CH2:46][CH:41]([CH2:42][NH:43]2)[CH2:40]1)=[O:38], predict the reaction product. The product is: [F:48][C:36]([F:35])([F:47])[C:37]([N:39]1[CH2:45][CH:44]2[CH2:46][CH:41]([CH2:42][N:43]2[C:7]([C:5]2[O:6][C:2]([Br:1])=[CH:3][CH:4]=2)=[O:9])[CH2:40]1)=[O:38]. (3) Given the reactants [F:1][C:2]([F:34])([F:33])[C:3]1[CH:4]=[C:5]([CH:26]=[C:27]([C:29]([F:32])([F:31])[F:30])[CH:28]=1)[C:6]([N:8]1[CH2:25][CH2:24][C:11]2([N:15]([C:16]3[CH:21]=[CH:20][CH:19]=[CH:18][C:17]=3[Cl:22])[CH2:14][NH:13][C:12]2=[O:23])[CH2:10][CH2:9]1)=[O:7].[N:35]1[CH:40]=[CH:39][CH:38]=[C:37](B(O)O)[CH:36]=1.C(N(CC)CC)C, predict the reaction product. The product is: [F:32][C:29]([F:31])([F:30])[C:27]1[CH:26]=[C:5]([CH:4]=[C:3]([C:2]([F:1])([F:33])[F:34])[CH:28]=1)[C:6]([N:8]1[CH2:9][CH2:10][C:11]2([N:15]([C:16]3[CH:21]=[CH:20][CH:19]=[CH:18][C:17]=3[Cl:22])[CH2:14][N:13]([C:37]3[CH:36]=[N:35][CH:40]=[CH:39][CH:38]=3)[C:12]2=[O:23])[CH2:24][CH2:25]1)=[O:7]. (4) Given the reactants [CH:1]1([C@H:5]([NH:7][C:8]2[N:16]=[C:15]([C:17]3[NH:21][C:20](=[O:22])[O:19][N:18]=3)[N:14]=[C:13]3[C:9]=2[N:10]([CH2:32][C@H:33]2[CH2:38][CH2:37][C@H:36]([CH3:39])[CH2:35][CH2:34]2)[C:11]([C:23](O)([C:25]2[CH:30]=[CH:29][CH:28]=[CH:27][N:26]=2)[CH3:24])=[N:12]3)[CH3:6])[CH2:4][CH2:3][CH2:2]1.CCN(S(F)(F)[F:46])CC, predict the reaction product. The product is: [CH:1]1([C@H:5]([NH:7][C:8]2[N:16]=[C:15]([C:17]3[NH:21][C:20](=[O:22])[O:19][N:18]=3)[N:14]=[C:13]3[C:9]=2[N:10]([CH2:32][C@H:33]2[CH2:38][CH2:37][C@H:36]([CH3:39])[CH2:35][CH2:34]2)[C:11]([C:23]([F:46])([C:25]2[CH:30]=[CH:29][CH:28]=[CH:27][N:26]=2)[CH3:24])=[N:12]3)[CH3:6])[CH2:4][CH2:3][CH2:2]1. (5) Given the reactants N12CCCN=C1CCCCC2.Cl.[NH2:13][CH2:14][C:15]1[CH:23]=[CH:22][CH:21]=[C:20]2[C:16]=1[C:17](=[O:33])[N:18]([CH:25]1[CH2:30][CH2:29][C:28](=[O:31])[NH:27][C:26]1=[O:32])[C:19]2=[O:24].[C:34](Cl)(=[O:45])[CH2:35][CH2:36][CH2:37][CH2:38][CH2:39][CH2:40][CH2:41][CH2:42][CH2:43][CH3:44], predict the reaction product. The product is: [O:32]=[C:26]1[CH:25]([N:18]2[C:17](=[O:33])[C:16]3[C:20](=[CH:21][CH:22]=[CH:23][C:15]=3[CH2:14][NH:13][C:34](=[O:45])[CH2:35][CH2:36][CH2:37][CH2:38][CH2:39][CH2:40][CH2:41][CH2:42][CH2:43][CH3:44])[C:19]2=[O:24])[CH2:30][CH2:29][C:28](=[O:31])[NH:27]1. (6) Given the reactants [C:1]([C:3]1[CH:4]=[N:5][N:6]2[C:11]([CH3:12])=[CH:10][C:9]([C:13]3[CH:18]=[CH:17][C:16]([C:19]([F:22])([F:21])[F:20])=[CH:15][CH:14]=3)=[N:8][C:7]=12)#[CH:2].[OH:23][CH2:24][CH2:25][NH:26][S:27]([C:30]1[S:31][C:32](Br)=[CH:33][CH:34]=1)(=[O:29])=[O:28], predict the reaction product. The product is: [OH:23][CH2:24][CH2:25][NH:26][S:27]([C:30]1[S:31][C:32]([C:2]#[C:1][C:3]2[CH:4]=[N:5][N:6]3[C:11]([CH3:12])=[CH:10][C:9]([C:13]4[CH:18]=[CH:17][C:16]([C:19]([F:21])([F:22])[F:20])=[CH:15][CH:14]=4)=[N:8][C:7]=23)=[CH:33][CH:34]=1)(=[O:29])=[O:28]. (7) Given the reactants [CH2:1]([C:13]1[CH:21]=[CH:20][C:16]([C:17]([OH:19])=O)=[CH:15][CH:14]=1)[CH2:2][CH2:3][CH2:4][CH2:5][CH2:6][CH2:7][CH2:8][CH2:9][CH2:10][CH2:11][CH3:12].Cl.[NH2:23][C:24]1([C:27]#[N:28])[CH2:26][CH2:25]1, predict the reaction product. The product is: [C:27]([C:24]1([NH:23][C:17](=[O:19])[C:16]2[CH:15]=[CH:14][C:13]([CH2:1][CH2:2][CH2:3][CH2:4][CH2:5][CH2:6][CH2:7][CH2:8][CH2:9][CH2:10][CH2:11][CH3:12])=[CH:21][CH:20]=2)[CH2:26][CH2:25]1)#[N:28]. (8) Given the reactants B([O-])([O-])O[C:3]1[CH:8]=[CH:7][CH:6]=[C:5]([CH3:9])[CH:4]=1.Cl[C:13]1[CH:22]=[C:21]([CH3:23])[C:20]2[C:15](=[CH:16][CH:17]=[C:18](C)[CH:19]=2)[N:14]=1.[C:25](=O)([O-])[O-].[K+].[K+], predict the reaction product. The product is: [CH3:9][C:5]1[CH:4]=[C:3]([C:13]2[CH:22]=[C:21]([CH3:23])[C:20]3[C:15](=[CH:16][C:17]([CH3:25])=[CH:18][CH:19]=3)[N:14]=2)[CH:8]=[CH:7][CH:6]=1.